From a dataset of Full USPTO retrosynthesis dataset with 1.9M reactions from patents (1976-2016). Predict the reactants needed to synthesize the given product. (1) Given the product [Cl:18][C:19]1[CH:24]=[CH:23][C:22]([CH2:25][C:26]([NH:13][CH2:12][CH:8]2[O:9][CH2:10][CH2:11][N:6]([CH2:5][C:4]3[CH:14]=[CH:15][C:16]([Cl:17])=[C:2]([Cl:1])[CH:3]=3)[CH2:7]2)=[O:27])=[CH:21][CH:20]=1, predict the reactants needed to synthesize it. The reactants are: [Cl:1][C:2]1[CH:3]=[C:4]([CH:14]=[CH:15][C:16]=1[Cl:17])[CH2:5][N:6]1[CH2:11][CH2:10][O:9][CH:8]([CH2:12][NH2:13])[CH2:7]1.[Cl:18][C:19]1[CH:24]=[CH:23][C:22]([CH2:25][C:26](O)=[O:27])=[CH:21][CH:20]=1. (2) Given the product [CH2:41]([O:40][C:32]1[CH:31]=[CH:30][C:29]([NH:28][C:2]2[C:7]([C:8]([F:9])([F:10])[F:11])=[CH:6][N:5]=[C:4]([NH:12][C:13]3[CH:27]=[CH:26][C:16]([CH2:17][P:18](=[O:25])([O:22][CH2:23][CH3:24])[O:19][CH2:20][CH3:21])=[CH:15][CH:14]=3)[N:3]=2)=[C:37]2[C:33]=1[CH2:34][N:35]([CH3:39])[C:36]2=[O:38])[CH3:42], predict the reactants needed to synthesize it. The reactants are: Cl[C:2]1[C:7]([C:8]([F:11])([F:10])[F:9])=[CH:6][N:5]=[C:4]([NH:12][C:13]2[CH:27]=[CH:26][C:16]([CH2:17][P:18](=[O:25])([O:22][CH2:23][CH3:24])[O:19][CH2:20][CH3:21])=[CH:15][CH:14]=2)[N:3]=1.[NH2:28][C:29]1[CH:30]=[CH:31][C:32]([O:40][CH2:41][CH3:42])=[C:33]2[C:37]=1[C:36](=[O:38])[N:35]([CH3:39])[CH2:34]2. (3) Given the product [Br:20][CH2:2][C:1]([C:4]1[CH:9]=[CH:8][C:7]([NH:10][S:11]([C:14]([F:16])([F:15])[F:17])(=[O:13])=[O:12])=[C:6]([O:18][CH3:19])[CH:5]=1)=[O:3], predict the reactants needed to synthesize it. The reactants are: [C:1]([C:4]1[CH:9]=[CH:8][C:7]([NH:10][S:11]([C:14]([F:17])([F:16])[F:15])(=[O:13])=[O:12])=[C:6]([O:18][CH3:19])[CH:5]=1)(=[O:3])[CH3:2].[Br:20]Br.S([O-])([O-])(=O)=S.[Na+].[Na+]. (4) Given the product [CH3:1][O:2][CH:3]1[O:8][CH2:7][CH:6]([CH2:9][O:10][C:11]2[CH:16]=[CH:15][N:14]=[C:13]([CH2:17][S:18]([C:19]3[NH:20][C:21]4[CH:27]=[CH:26][CH:25]=[CH:24][C:22]=4[N:23]=3)=[O:37])[C:12]=2[CH3:28])[CH2:5][O:4]1, predict the reactants needed to synthesize it. The reactants are: [CH3:1][O:2][CH:3]1[O:8][CH2:7][CH:6]([CH2:9][O:10][C:11]2[CH:16]=[CH:15][N:14]=[C:13]([CH2:17][S:18][C:19]3[NH:23][C:22]4[CH:24]=[CH:25][CH:26]=[CH:27][C:21]=4[N:20]=3)[C:12]=2[CH3:28])[CH2:5][O:4]1.ClC1C=CC=C(C(OO)=[O:37])C=1.C(=O)([O-])O.[Na+]. (5) The reactants are: CO[C:3]([C:5]1[C:10]2[N:11]=[CH:12][N:13]([C:14]3[CH:19]=[CH:18][C:17]([N+:20]([O-])=O)=[CH:16][CH:15]=3)[C:9]=2[CH:8]=[CH:7][N:6]=1)=[O:4].[CH3:23][NH2:24].[Cl:25][C:26]1[CH:31]=[CH:30][C:29]([N:32]=[C:33]=[O:34])=[CH:28][C:27]=1[C:35]([F:38])([F:37])[F:36]. Given the product [CH3:23][NH:24][C:3]([C:5]1[C:10]2[N:11]=[CH:12][N:13]([C:14]3[CH:15]=[CH:16][C:17]([NH:20][C:33]([NH:32][C:29]4[CH:30]=[CH:31][C:26]([Cl:25])=[C:27]([C:35]([F:36])([F:37])[F:38])[CH:28]=4)=[O:34])=[CH:18][CH:19]=3)[C:9]=2[CH:8]=[CH:7][N:6]=1)=[O:4], predict the reactants needed to synthesize it. (6) Given the product [CH:18]1([N:7]2[C:2](=[O:1])[C:3]([C:12]3[CH:17]=[CH:16][CH:15]=[CH:14][N:13]=3)=[CH:4][C:5]([C:8]([O:10][CH3:11])=[O:9])=[CH:6]2)[CH2:22][CH2:21][CH2:20][CH2:19]1, predict the reactants needed to synthesize it. The reactants are: [O:1]=[C:2]1[NH:7][CH:6]=[C:5]([C:8]([O:10][CH3:11])=[O:9])[CH:4]=[C:3]1[C:12]1[CH:17]=[CH:16][CH:15]=[CH:14][N:13]=1.[CH:18]1(I)[CH2:22][CH2:21][CH2:20][CH2:19]1.C(=O)([O-])[O-].[K+].[K+]. (7) Given the product [F:22][C:19]1[CH:20]=[CH:21][C:16]([CH2:15][C:13]2[CH:14]=[C:9]3[C:10]([C:23]([OH:25])=[C:5]([C:4]([O:3][CH2:1][CH3:2])=[O:36])[C:6](=[O:7])[N:8]3[CH2:28][CH2:29][N:30]3[CH2:34][CH2:33][CH2:32][C:31]3=[O:35])=[N:11][CH:12]=2)=[CH:17][CH:18]=1, predict the reactants needed to synthesize it. The reactants are: [CH2:1]([O:3][C:4](=[O:36])[CH2:5][C:6]([N:8]([CH2:28][CH2:29][N:30]1[CH2:34][CH2:33][CH2:32][C:31]1=[O:35])[C:9]1[C:10]([C:23]([O:25]CC)=O)=[N:11][CH:12]=[C:13]([CH2:15][C:16]2[CH:21]=[CH:20][C:19]([F:22])=[CH:18][CH:17]=2)[CH:14]=1)=[O:7])[CH3:2].C1CCN2C(=NCCC2)CC1.